From a dataset of Reaction yield outcomes from USPTO patents with 853,638 reactions. Predict the reaction yield, written as a fraction of the theoretical maximum amount of product (1.0 means a 100% yield; for example, 0.34 means a 34% yield). (1) The reactants are Br[C:2]1[C:6]2[CH:7]=[CH:8][CH:9]=[CH:10][C:5]=2[S:4][CH:3]=1.O(C(C)(C)C)[K].[I-].[K+].[CH2:19]([OH:22])[CH2:20][OH:21]. The catalyst is [Cu]=O. The product is [S:4]1[C:5]2[CH:10]=[CH:9][CH:8]=[CH:7][C:6]=2[C:2]([O:21][CH2:20][CH2:19][OH:22])=[CH:3]1. The yield is 0.600. (2) The reactants are [C:1]1([C:7]([C:9]2[CH:14]=[CH:13][C:12]([C:15]([F:18])([F:17])[F:16])=[CH:11][CH:10]=2)=O)[CH:6]=[CH:5][CH:4]=[CH:3][CH:2]=1.[CH3:19][O:20][NH2:21].CCOC(C)=O. The catalyst is N1C=CC=CC=1. The product is [CH3:19][O:20][N:21]=[C:7]([C:1]1[CH:6]=[CH:5][CH:4]=[CH:3][CH:2]=1)[C:9]1[CH:14]=[CH:13][C:12]([C:15]([F:18])([F:17])[F:16])=[CH:11][CH:10]=1. The yield is 0.994. (3) The reactants are [CH2:1]([NH:5][N:6]1[C:15]2[C:10](=[CH:11][CH:12]=[CH:13][CH:14]=2)[C:9]([OH:16])=[C:8]([C:17]2[NH:22][C:21]3[CH:23]=[CH:24][C:25]([OH:27])=[CH:26][C:20]=3[S:19](=[O:29])(=[O:28])[N:18]=2)[C:7]1=[O:30])[CH2:2][CH2:3][CH3:4].C(=O)([O-])[O-].[Cs+].[Cs+].Br[CH2:38][C:39]([NH2:41])=[O:40]. The catalyst is [I-].C([N+](CCCC)(CCCC)CCCC)CCC.CN(C)C=O. The product is [CH2:1]([NH:5][N:6]1[C:15]2[C:10](=[CH:11][CH:12]=[CH:13][CH:14]=2)[C:9]([OH:16])=[C:8]([C:17]2[NH:22][C:21]3[CH:23]=[CH:24][C:25]([O:27][CH2:38][C:39]([NH2:41])=[O:40])=[CH:26][C:20]=3[S:19](=[O:28])(=[O:29])[N:18]=2)[C:7]1=[O:30])[CH2:2][CH2:3][CH3:4]. The yield is 0.950. (4) The reactants are C(N(C(C)C)C(C)C)C.Cl[C:11]1[C:12]2[C:19]([CH3:20])=[CH:18][NH:17][C:13]=2[N:14]=[CH:15][N:16]=1.C1(C(C2C=CC=CC=2)=[N:28][CH2:29][C:30]2([C:36]3[CH:41]=[CH:40][CH:39]=[C:38]([C:42]4[CH:43]=[N:44][N:45]([CH3:47])[CH:46]=4)[CH:37]=3)[CH2:35][CH2:34][NH:33][CH2:32][CH2:31]2)C=CC=CC=1.Cl.C(O)(C)C. The catalyst is C(O)CCC.O. The product is [CH3:47][N:45]1[CH:46]=[C:42]([C:38]2[CH:37]=[C:36]([C:30]3([CH2:29][NH2:28])[CH2:35][CH2:34][N:33]([C:11]4[C:12]5[C:19]([CH3:20])=[CH:18][NH:17][C:13]=5[N:14]=[CH:15][N:16]=4)[CH2:32][CH2:31]3)[CH:41]=[CH:40][CH:39]=2)[CH:43]=[N:44]1. The yield is 0.177. (5) The reactants are [N:1]12[CH2:8][CH2:7][C:4]([C:9]([C:17]3[CH:22]=[CH:21][CH:20]=[CH:19][CH:18]=3)([C:11]3[CH:16]=[CH:15][CH:14]=[CH:13][CH:12]=3)[OH:10])([CH2:5][CH2:6]1)[CH2:3][CH2:2]2.[CH3:23][C:24]1[CH:29]=[CH:28][CH:27]=[CH:26][C:25]=1[O:30][CH2:31][CH2:32][CH2:33][Br:34]. The catalyst is CC#N. The product is [Br-:34].[OH:10][C:9]([C:17]1[CH:22]=[CH:21][CH:20]=[CH:19][CH:18]=1)([C:11]1[CH:12]=[CH:13][CH:14]=[CH:15][CH:16]=1)[C:4]12[CH2:5][CH2:6][N+:1]([CH2:33][CH2:32][CH2:31][O:30][C:25]3[CH:26]=[CH:27][CH:28]=[CH:29][C:24]=3[CH3:23])([CH2:2][CH2:3]1)[CH2:8][CH2:7]2. The yield is 0.765. (6) The reactants are CC1(C)CCCC(C)(C)N1.C([Li])CCC.[F:16][C:17]([F:25])([F:24])[C:18]1[CH:23]=[CH:22][CH:21]=[CH:20][N:19]=1.[F:26][C:27]1([F:41])[C:31](=[CH2:32])[CH2:30][N:29]([C:33]([O:35][C:36]([CH3:39])([CH3:38])[CH3:37])=[O:34])[C:28]1=[O:40].[Cl-].[NH4+]. The catalyst is O1CCCC1.CCCCCC. The product is [F:26][C:27]([F:41])([C:28](=[O:40])[C:23]1[C:18]([C:17]([F:25])([F:24])[F:16])=[N:19][CH:20]=[CH:21][CH:22]=1)[C:31](=[CH2:32])[CH2:30][NH:29][C:33](=[O:34])[O:35][C:36]([CH3:37])([CH3:38])[CH3:39]. The yield is 0.870. (7) The reactants are [Cl:1][C:2]1[CH:3]=[C:4]([CH:12]([CH2:16][CH:17]2[CH2:21][CH2:20][CH2:19][CH2:18]2)[C:13]([OH:15])=O)[CH:5]=[CH:6][C:7]=1[S:8]([CH3:11])(=[O:10])=[O:9].C(Cl)(=O)C(Cl)=O.[NH2:28][C:29]1[CH:34]=[CH:33][N:32]=[C:31]([CH3:35])[N:30]=1.N1C=CC=CC=1. The catalyst is C(Cl)Cl.CN(C)C=O.O. The product is [Cl:1][C:2]1[CH:3]=[C:4]([CH:12]([CH2:16][CH:17]2[CH2:21][CH2:20][CH2:19][CH2:18]2)[C:13]([NH:28][C:29]2[CH:34]=[CH:33][N:32]=[C:31]([CH3:35])[N:30]=2)=[O:15])[CH:5]=[CH:6][C:7]=1[S:8]([CH3:11])(=[O:9])=[O:10]. The yield is 0.250. (8) The reactants are [CH2:1]([OH:16])[CH2:2][O:3][CH2:4][CH2:5][O:6][CH2:7][CH2:8][O:9][CH2:10][CH2:11][O:12][CH2:13][CH2:14][OH:15].[OH-].[K+].[CH2:19](Cl)[C:20]1[CH:25]=[CH:24][CH:23]=[CH:22][CH:21]=1.O. The catalyst is C(Cl)Cl. The product is [CH2:19]([O:15][CH2:14][CH2:13][O:12][CH2:11][CH2:10][O:9][CH2:8][CH2:7][O:6][CH2:5][CH2:4][O:3][CH2:2][CH2:1][OH:16])[C:20]1[CH:25]=[CH:24][CH:23]=[CH:22][CH:21]=1. The yield is 0.320. (9) The reactants are Cl.C[O:3][C:4](=[O:39])[C:5]1[CH:10]=[CH:9][C:8]([CH2:11][O:12][C:13]2[CH:18]=[CH:17][C:16]([CH2:19][C@H:20]([NH2:38])[C:21]3[N:22]([CH2:34][CH2:35][CH2:36][CH3:37])[CH:23]=[C:24]([C:26]4[CH:31]=[CH:30][C:29]([Cl:32])=[CH:28][C:27]=4[Cl:33])[N:25]=3)=[CH:15][CH:14]=2)=[CH:7][CH:6]=1.[F:40][C:41]1[CH:46]=[C:45]([F:47])[CH:44]=[CH:43][C:42]=1[CH:48]=[CH:49][C:50](O)=[O:51]. No catalyst specified. The product is [CH2:34]([N:22]1[CH:23]=[C:24]([C:26]2[CH:31]=[CH:30][C:29]([Cl:32])=[CH:28][C:27]=2[Cl:33])[N:25]=[C:21]1[C@@H:20]([NH:38][C:50](=[O:51])[CH:49]=[CH:48][C:42]1[CH:43]=[CH:44][C:45]([F:47])=[CH:46][C:41]=1[F:40])[CH2:19][C:16]1[CH:15]=[CH:14][C:13]([O:12][CH2:11][C:8]2[CH:7]=[CH:6][C:5]([C:4]([OH:3])=[O:39])=[CH:10][CH:9]=2)=[CH:18][CH:17]=1)[CH2:35][CH2:36][CH3:37]. The yield is 0.690. (10) The catalyst is C(Cl)Cl.C(OCC)(=O)C.C(#N)C.OC(C(F)(F)F)=O. The yield is 0.390. The product is [C:1]([O:5][C:6]([N:8]1[CH2:13][CH2:12][N:11]([C:14]([O:16][CH2:17][C:18]2[CH:19]=[CH:20][CH:21]=[CH:22][CH:23]=2)=[O:15])[CH:10]([C:24](=[O:25])[NH:60][C:51]2[CH:52]=[CH:53][C:54]3[C:59](=[CH:58][CH:57]=[CH:56][CH:55]=3)[CH:50]=2)[CH2:9]1)=[O:7])([CH3:4])([CH3:3])[CH3:2]. The reactants are [C:1]([O:5][C:6]([N:8]1[CH2:13][CH2:12][N:11]([C:14]([O:16][CH2:17][C:18]2[CH:23]=[CH:22][CH:21]=[CH:20][CH:19]=2)=[O:15])[CH:10]([C:24](O)=[O:25])[CH2:9]1)=[O:7])([CH3:4])([CH3:3])[CH3:2].C(Cl)CCl.CCN(C(C)C)C(C)C.C1C=CC2N(O)N=NC=2C=1.[CH:50]1[C:59]2[C:54](=[CH:55][CH:56]=[CH:57][CH:58]=2)[CH:53]=[CH:52][C:51]=1[NH2:60].